The task is: Predict the reactants needed to synthesize the given product.. This data is from Full USPTO retrosynthesis dataset with 1.9M reactions from patents (1976-2016). Given the product [CH2:1]([O:8][C:9]1[CH:10]=[C:11]([CH:12]=[CH:13][CH:14]=1)[CH2:15][C:16]1[CH:21]=[C:20]([C:22]2[C:23]([NH2:29])=[N:24][C:25]([NH2:28])=[CH:26][CH:27]=2)[O:18][N:17]=1)[C:2]1[CH:7]=[CH:6][CH:5]=[CH:4][CH:3]=1, predict the reactants needed to synthesize it. The reactants are: [CH2:1]([O:8][C:9]1[CH:10]=[C:11]([CH2:15][C:16](Cl)=[N:17][OH:18])[CH:12]=[CH:13][CH:14]=1)[C:2]1[CH:7]=[CH:6][CH:5]=[CH:4][CH:3]=1.[C:20]([C:22]1[C:23]([NH2:29])=[N:24][C:25]([NH2:28])=[CH:26][CH:27]=1)#[CH:21].C(N(CC)CC)C.